Dataset: Peptide-MHC class II binding affinity with 134,281 pairs from IEDB. Task: Regression. Given a peptide amino acid sequence and an MHC pseudo amino acid sequence, predict their binding affinity value. This is MHC class II binding data. (1) The peptide sequence is LISWGHYPLHLRYYR. The MHC is DRB1_1302 with pseudo-sequence DRB1_1302. The binding affinity (normalized) is 0.801. (2) The peptide sequence is AFAATHNPWASQRF. The MHC is DRB1_0101 with pseudo-sequence DRB1_0101. The binding affinity (normalized) is 0.383.